This data is from HIV replication inhibition screening data with 41,000+ compounds from the AIDS Antiviral Screen. The task is: Binary Classification. Given a drug SMILES string, predict its activity (active/inactive) in a high-throughput screening assay against a specified biological target. The drug is C=CCCCCCCCCCC=C1CC(O)COC1=O. The result is 0 (inactive).